Dataset: Reaction yield outcomes from USPTO patents with 853,638 reactions. Task: Predict the reaction yield, written as a fraction of the theoretical maximum amount of product (1.0 means a 100% yield; for example, 0.34 means a 34% yield). (1) The reactants are [Mg].Br[C:3]1[CH:8]=[C:7]([O:9][CH3:10])[C:6]2[O:11][CH2:12][O:13][C:5]=2[CH:4]=1.II.C[O:17][B:18](OC)[O:19]C.Cl. The catalyst is O1CCCC1. The product is [CH3:10][O:9][C:7]1[C:6]2[O:11][CH2:12][O:13][C:5]=2[CH:4]=[C:3]([B:18]([OH:19])[OH:17])[CH:8]=1. The yield is 0.400. (2) The reactants are [Cl:1][C:2]1[C:7]([C:8](Cl)=[O:9])=[C:6]([Cl:11])[N:5]=[CH:4][N:3]=1.[F:12][C:13]1[CH:14]=[C:15]([CH:17]=[CH:18][C:19]=1[O:20][CH3:21])[NH2:16]. The catalyst is ClCCl. The product is [Cl:1][C:2]1[C:7]([C:8]([NH:16][C:15]2[CH:17]=[CH:18][C:19]([O:20][CH3:21])=[C:13]([F:12])[CH:14]=2)=[O:9])=[C:6]([Cl:11])[N:5]=[CH:4][N:3]=1. The yield is 0.560.